This data is from Reaction yield outcomes from USPTO patents with 853,638 reactions. The task is: Predict the reaction yield, written as a fraction of the theoretical maximum amount of product (1.0 means a 100% yield; for example, 0.34 means a 34% yield). (1) The reactants are [Br:1][C:2]1[CH:3]=[C:4]2[C:8](=[N:9][CH:10]=1)[NH:7][CH:6]=[CH:5]2.[F:11][CH:12]([F:26])[O:13][C:14]1[CH:15]=[C:16]([CH:19]=[C:20]([O:22][CH:23]([F:25])[F:24])[CH:21]=1)[CH:17]=[O:18].[OH-].[K+].O. The catalyst is CO. The product is [F:11][CH:12]([F:26])[O:13][C:14]1[CH:15]=[C:16]([CH:17]([C:5]2[C:4]3[C:8](=[N:9][CH:10]=[C:2]([Br:1])[CH:3]=3)[NH:7][CH:6]=2)[OH:18])[CH:19]=[C:20]([O:22][CH:23]([F:24])[F:25])[CH:21]=1. The yield is 0.350. (2) The reactants are [Cl:1][C:2]1[CH:7]=[CH:6][N:5]=[C:4]([NH:8][C:9](=[O:15])[O:10][C:11]([CH3:14])([CH3:13])[CH3:12])[CH:3]=1.CN(C)CCN(C)C.[Li]CCCC.[I:29]I.[NH4+].[Cl-]. The catalyst is C1COCC1. The product is [Cl:1][C:2]1[CH:7]=[CH:6][N:5]=[C:4]([NH:8][C:9](=[O:15])[O:10][C:11]([CH3:12])([CH3:14])[CH3:13])[C:3]=1[I:29]. The yield is 0.650. (3) The reactants are Br[C:2]1[CH:3]=[C:4]([CH:6]=[C:7]([C:9]([F:12])([F:11])[F:10])[CH:8]=1)[NH2:5].[CH3:13][C:14]1([CH3:30])[C:18]([CH3:20])([CH3:19])[O:17][B:16]([B:16]2[O:17][C:18]([CH3:20])([CH3:19])[C:14]([CH3:30])([CH3:13])[O:15]2)[O:15]1.C([O-])([O-])=O.[Cs+].[Cs+]. The yield is 0.569. The product is [CH3:13][C:14]1([CH3:30])[C:18]([CH3:20])([CH3:19])[O:17][B:16]([C:2]2[CH:3]=[C:4]([CH:6]=[C:7]([C:9]([F:12])([F:11])[F:10])[CH:8]=2)[NH2:5])[O:15]1. The catalyst is O1CCOCC1.C1C=CC(P(C2C=CC=CC=2)[C-]2C=CC=C2)=CC=1.C1C=CC(P(C2C=CC=CC=2)[C-]2C=CC=C2)=CC=1.Cl[Pd]Cl.[Fe+2]. (4) The reactants are [OH:1][C:2]1[CH:24]=[CH:23][C:5]2[C:6](=[O:22])/[C:7](=[CH:9]/[C:10]3[C:18]4[C:13](=[C:14]([N+:19]([O-:21])=[O:20])[CH:15]=[CH:16][CH:17]=4)[NH:12][CH:11]=3)/[O:8][C:4]=2[C:3]=1[CH2:25][N:26]1[CH2:31][CH2:30][N:29](C(OC(C)(C)C)=O)[CH2:28][CH2:27]1.[ClH:39]. The catalyst is C(Cl)Cl.O1CCOCC1. The product is [ClH:39].[ClH:39].[OH:1][C:2]1[CH:24]=[CH:23][C:5]2[C:6](=[O:22])/[C:7](=[CH:9]/[C:10]3[C:18]4[C:13](=[C:14]([N+:19]([O-:21])=[O:20])[CH:15]=[CH:16][CH:17]=4)[NH:12][CH:11]=3)/[O:8][C:4]=2[C:3]=1[CH2:25][N:26]1[CH2:31][CH2:30][NH:29][CH2:28][CH2:27]1. The yield is 0.620. (5) The reactants are O[C:2]1[C:11]([N+:12]([O-:14])=[O:13])=[CH:10][C:5]([C:6]([O:8][CH3:9])=[O:7])=[CH:4][C:3]=1[O:15][CH3:16].C(Cl)(=O)C([Cl:20])=O. The catalyst is CN(C=O)C. The product is [Cl:20][C:2]1[C:11]([N+:12]([O-:14])=[O:13])=[CH:10][C:5]([C:6]([O:8][CH3:9])=[O:7])=[CH:4][C:3]=1[O:15][CH3:16]. The yield is 0.850. (6) The reactants are [Cl:1][C:2]1[CH:21]=[C:20]([Cl:22])[CH:19]=[CH:18][C:3]=1[CH2:4][N:5]1[C:9]([CH2:10][CH2:11][CH2:12][NH2:13])=[CH:8][C:7]([O:14][CH:15]([CH3:17])[CH3:16])=[N:6]1.[C:23]1([S:29]([N:32]=[C:33]=[O:34])(=[O:31])=[O:30])[CH:28]=[CH:27][CH:26]=[CH:25][CH:24]=1. The product is [Cl:1][C:2]1[CH:21]=[C:20]([Cl:22])[CH:19]=[CH:18][C:3]=1[CH2:4][N:5]1[C:9]([CH2:10][CH2:11][CH2:12][NH:13][C:33]([NH:32][S:29]([C:23]2[CH:24]=[CH:25][CH:26]=[CH:27][CH:28]=2)(=[O:31])=[O:30])=[O:34])=[CH:8][C:7]([O:14][CH:15]([CH3:17])[CH3:16])=[N:6]1. The catalyst is C(#N)C. The yield is 0.570. (7) The reactants are [S:1]1[C:5]2[CH:6]=[CH:7][CH:8]=[CH:9][C:4]=2[N:3]=[C:2]1[O:10][C:11]1[CH:22]=[CH:21][C:14]2[C:15]([CH2:18][CH2:19][OH:20])=[CH:16][O:17][C:13]=2[CH:12]=1.CCN(C(C)C)C(C)C.[O:32](S(C)(=O)=O)[S:33]([CH3:36])(=O)=[O:34]. The catalyst is C(Cl)Cl.CN(C)C1C=CN=CC=1. The product is [S:1]1[C:5]2[CH:6]=[CH:7][CH:8]=[CH:9][C:4]=2[N:3]=[C:2]1[O:10][C:11]1[CH:22]=[CH:21][C:14]2[C:15]([CH2:18][CH2:19][O:20][S:33]([CH3:36])(=[O:34])=[O:32])=[CH:16][O:17][C:13]=2[CH:12]=1. The yield is 1.00.